Predict the reaction yield, written as a fraction of the theoretical maximum amount of product (1.0 means a 100% yield; for example, 0.34 means a 34% yield). From a dataset of Reaction yield outcomes from USPTO patents with 853,638 reactions. The reactants are [K+:1].[CH:2](=[C:6]([CH2:12][C:13]([OH:15])=[O:14])[C:7](=[O:11])[C:8]([O-:10])=[O:9])[CH:3]([CH3:5])[CH3:4]. The catalyst is [Pd]. The product is [K+:1].[CH3:4][CH:3]([CH3:5])[CH2:2][CH:6]([CH2:12][C:13]([OH:15])=[O:14])[C:7](=[O:11])[C:8]([O-:10])=[O:9]. The yield is 0.580.